Dataset: Forward reaction prediction with 1.9M reactions from USPTO patents (1976-2016). Task: Predict the product of the given reaction. (1) Given the reactants [NH:1]1[C:5]2[CH:6]=[CH:7][C:8]([C:10]([N:12]3[CH2:17][CH2:16][CH2:15][C@@H:14]4[C:18]5[CH:19]=[C:20]([OH:28])[C:21]([N+:25]([O-])=O)=[CH:22][C:23]=5[CH2:24][C@H:13]34)=[O:11])=[CH:9][C:4]=2[N:3]=[CH:2]1, predict the reaction product. The product is: [NH2:25][C:21]1[C:20]([OH:28])=[CH:19][C:18]2[C@@H:14]3[C@@H:13]([N:12]([C:10]([C:8]4[CH:7]=[CH:6][C:5]5[NH:1][CH:2]=[N:3][C:4]=5[CH:9]=4)=[O:11])[CH2:17][CH2:16][CH2:15]3)[CH2:24][C:23]=2[CH:22]=1. (2) Given the reactants [Cl:1][C:2]1[CH:3]=[C:4]([NH:9][C:10]2[C:19]3[C:14](=[CH:15][C:16]([O:21][C@H:22]4[CH2:26][CH2:25][O:24][CH2:23]4)=[C:17]([NH2:20])[CH:18]=3)[N:13]=[CH:12][N:11]=2)[CH:5]=[CH:6][C:7]=1[F:8].O=[C:28]1[CH2:33][CH2:32][CH2:31][N:30]([C:34]([O:36][C:37]([CH3:40])([CH3:39])[CH3:38])=[O:35])[CH2:29]1, predict the reaction product. The product is: [Cl:1][C:2]1[CH:3]=[C:4]([NH:9][C:10]2[C:19]3[C:14](=[CH:15][C:16]([O:21][CH:22]4[CH2:26][CH2:25][O:24][CH2:23]4)=[C:17]([NH:20][C@H:32]4[CH2:33][CH2:28][CH2:29][N:30]([C:34]([O:36][C:37]([CH3:40])([CH3:39])[CH3:38])=[O:35])[CH2:31]4)[CH:18]=3)[N:13]=[CH:12][N:11]=2)[CH:5]=[CH:6][C:7]=1[F:8]. (3) Given the reactants [CH3:1][N:2]1[C:10]([CH2:11][CH:12]2[CH2:17][CH2:16][N:15](C(OC(C)(C)C)=O)[CH2:14][CH2:13]2)=[N:9][C:8]2[C:3]1=[N:4][C:5]([N:31]1[C:35]3[CH:36]=[CH:37][CH:38]=[CH:39][C:34]=3[N:33]=[C:32]1[CH3:40])=[N:6][C:7]=2[N:25]1[CH2:30][CH2:29][O:28][CH2:27][CH2:26]1.Cl, predict the reaction product. The product is: [CH3:1][N:2]1[C:10]([CH2:11][CH:12]2[CH2:17][CH2:16][NH:15][CH2:14][CH2:13]2)=[N:9][C:8]2[C:3]1=[N:4][C:5]([N:31]1[C:35]3[CH:36]=[CH:37][CH:38]=[CH:39][C:34]=3[N:33]=[C:32]1[CH3:40])=[N:6][C:7]=2[N:25]1[CH2:26][CH2:27][O:28][CH2:29][CH2:30]1. (4) Given the reactants [CH2:1]([C:3]1[C:10]([B:11]2[O:15][C:14]([CH3:17])([CH3:16])[C:13]([CH3:19])([CH3:18])[O:12]2)=[CH:9][CH:8]=[CH:7][C:4]=1C=O)[CH3:2].[Cl-].COC[P+](C1C=CC=CC=1)(C1C=CC=CC=1)C1C=CC=CC=1.CC(C)([O-])C.[K+].[C:49]([O:52][CH2:53]C)(=O)[CH3:50], predict the reaction product. The product is: [CH2:1]([C:3]1[C:4]([CH:50]=[CH:49][O:52][CH3:53])=[CH:7][CH:8]=[CH:9][C:10]=1[B:11]1[O:12][C:13]([CH3:19])([CH3:18])[C:14]([CH3:17])([CH3:16])[O:15]1)[CH3:2]. (5) Given the reactants [Br:1][C:2]1N=C[C:5]([C:8]2[O:9][C:10]3[CH:16]=[C:15]([O:17][CH3:18])[CH:14]=[CH:13][C:11]=3[N:12]=2)=[CH:4][CH:3]=1.BrC1[CH:21]=[N:22]C(C=O)=CC=1, predict the reaction product. The product is: [Br:1][C:2]1[CH:3]=[CH:4][C:5]([C:8]2[O:9][C:10]3[CH:16]=[C:15]([O:17][CH3:18])[CH:14]=[CH:13][C:11]=3[N:12]=2)=[N:22][CH:21]=1. (6) Given the reactants [NH2:1][CH:2]1[CH2:11][C:10]2[CH:9]=[C:8]([C:12]([O:14][CH3:15])=[O:13])[CH:7]=[CH:6][C:5]=2[CH2:4][CH2:3]1.Cl.[Cl:17][C:18]1[CH:23]=[C:22]([N+]([O-])=O)[CH:21]=[CH:20][N:19]=1.C(N(CC)C(C)C)(C)C, predict the reaction product. The product is: [Cl:17][C:18]1[CH:23]=[C:22]([NH:1][CH:2]2[CH2:11][C:10]3[CH:9]=[C:8]([C:12]([O:14][CH3:15])=[O:13])[CH:7]=[CH:6][C:5]=3[CH2:4][CH2:3]2)[CH:21]=[CH:20][N:19]=1. (7) Given the reactants B(O)O.Br[C:5]1[CH:12]=[CH:11][CH:10]=[C:9]([F:13])[C:6]=1[CH:7]=[O:8].[S:14]1[CH:18]=[CH:17][C:16](B(O)O)=[CH:15]1, predict the reaction product. The product is: [F:13][C:9]1[CH:10]=[CH:11][CH:12]=[C:5]([C:16]2[CH:17]=[CH:18][S:14][CH:15]=2)[C:6]=1[CH:7]=[O:8]. (8) The product is: [F:29][C:25]1[CH:24]=[C:23]([C:20]2[N:19]=[C:18]([CH3:30])[C:17]([C:15]([NH:14][N:9]3[C:10]4[CH:11]=[CH:12][CH:13]=[C:5]([C:3]([OH:4])=[O:2])[C:6]=4[CH:7]=[CH:8]3)=[O:16])=[CH:22][N:21]=2)[CH:28]=[CH:27][CH:26]=1. Given the reactants C[O:2][C:3]([C:5]1[C:6]2[CH:7]=[CH:8][N:9]([NH:14][C:15]([C:17]3[C:18]([CH3:30])=[N:19][C:20]([C:23]4[CH:28]=[CH:27][CH:26]=[C:25]([F:29])[CH:24]=4)=[N:21][CH:22]=3)=[O:16])[C:10]=2[CH:11]=[CH:12][CH:13]=1)=[O:4].[Li+].[OH-], predict the reaction product. (9) Given the reactants [CH3:1][C:2]1[C:6]2=[N:7][CH:8]=[CH:9][CH:10]=[C:5]2[S:4][CH:3]=1.[Li]CCCC.CCCCCC.[CH2:22]([CH:24]([C:27]1[C:28]2[N:29]([C:34](I)=[C:35]([CH3:37])[N:36]=2)[N:30]=[C:31]([CH3:33])[CH:32]=1)[CH2:25][CH3:26])[CH3:23], predict the reaction product. The product is: [CH2:22]([CH:24]([C:27]1[C:28]2[N:29]([C:34]([C:3]3[S:4][C:5]4[C:6](=[N:7][CH:8]=[CH:9][CH:10]=4)[C:2]=3[CH3:1])=[C:35]([CH3:37])[N:36]=2)[N:30]=[C:31]([CH3:33])[CH:32]=1)[CH2:25][CH3:26])[CH3:23]. (10) Given the reactants Cl[C:2]1[N:7]=[C:6]([C:8]2[CH:13]=[CH:12][CH:11]=[C:10]([Cl:14])[CH:9]=2)[N:5]=[C:4]([C:15]2[CH:20]=[CH:19][CH:18]=[C:17]([Cl:21])[CH:16]=2)[N:3]=1.[C:22]1([C:31]2[CH:36]=[CH:35][CH:34]=[CH:33][CH:32]=2)[CH:27]=[CH:26][C:25](B(O)O)=[CH:24][CH:23]=1.C([O-])([O-])=O.[K+].[K+], predict the reaction product. The product is: [C:22]1([C:31]2[CH:36]=[CH:35][CH:34]=[CH:33][CH:32]=2)[CH:27]=[CH:26][C:25]([C:2]2[N:3]=[C:4]([C:15]3[CH:20]=[CH:19][CH:18]=[C:17]([Cl:21])[CH:16]=3)[N:5]=[C:6]([C:8]3[CH:13]=[CH:12][CH:11]=[C:10]([Cl:14])[CH:9]=3)[N:7]=2)=[CH:24][CH:23]=1.